From a dataset of Catalyst prediction with 721,799 reactions and 888 catalyst types from USPTO. Predict which catalyst facilitates the given reaction. (1) Reactant: Br[C:2]1[CH:30]=[CH:29][C:5]([CH2:6][C@@H:7]([C:26]([OH:28])=[O:27])[NH:8][C:9]([C@H:11]2[CH2:16][CH2:15][C@H:14]([CH2:17][NH:18][C:19]([O:21][C:22]([CH3:25])([CH3:24])[CH3:23])=[O:20])[CH2:13][CH2:12]2)=[O:10])=[CH:4][CH:3]=1.[CH3:31][C:32]1[CH:41]=[CH:40][C:35]([C:36]([O:38][CH3:39])=[O:37])=[CH:34][C:33]=1B1OC(C)(C)C(C)(C)O1.C(=O)([O-])[O-].[Na+].[Na+]. Product: [C:22]([O:21][C:19]([NH:18][CH2:17][C@H:14]1[CH2:15][CH2:16][C@H:11]([C:9]([NH:8][C@@H:7]([CH2:6][C:5]2[CH:29]=[CH:30][C:2]([C:41]3[CH:40]=[C:35]([C:36]([O:38][CH3:39])=[O:37])[CH:34]=[CH:33][C:32]=3[CH3:31])=[CH:3][CH:4]=2)[C:26]([OH:28])=[O:27])=[O:10])[CH2:12][CH2:13]1)=[O:20])([CH3:25])([CH3:24])[CH3:23]. The catalyst class is: 151. (2) Reactant: [C:1]([O:5][C:6]([NH:8][C@H:9]([C:13]1[CH:18]=[CH:17][CH:16]=[CH:15][CH:14]=1)[C:10]([OH:12])=[O:11])=[O:7])([CH3:4])([CH3:3])[CH3:2].[N:19]12[CH2:26][CH2:25][CH:22]([CH2:23][CH2:24]1)[C@@H:21](O)[CH2:20]2.C1(N=C=NC2CCCCC2)CCCCC1.O.ON1C2C=CC=CC=2N=N1. Product: [C:1]([O:5][C:6]([NH:8][C@H:9]([C:13]1[CH:18]=[CH:17][CH:16]=[CH:15][CH:14]=1)[C:10]([O:12][C@@H:21]1[CH:22]2[CH2:25][CH2:26][N:19]([CH2:24][CH2:23]2)[CH2:20]1)=[O:11])=[O:7])([CH3:4])([CH3:2])[CH3:3]. The catalyst class is: 7.